Dataset: Forward reaction prediction with 1.9M reactions from USPTO patents (1976-2016). Task: Predict the product of the given reaction. The product is: [O:19]=[C:10]1[C:11]2[C:16](=[CH:15][CH:14]=[CH:13][CH:12]=2)[C:17](=[O:18])[N:9]1[CH2:8][CH2:7][N:6]([S:3]([CH3:2])(=[O:4])=[O:5])[C:20]1[CH:25]=[CH:24][CH:23]=[CH:22][C:21]=1[CH:26]1[CH2:31][CH2:30][N:29]([C:51](=[O:52])[C@H:42]([NH:41][C:54]([O:56][C:57]([CH3:59])([CH3:58])[CH3:60])=[O:55])[CH2:43][C:44]2[CH:45]=[CH:46][C:47]([Cl:50])=[CH:48][CH:49]=2)[CH2:28][CH2:27]1. Given the reactants Cl.[CH3:2][S:3]([N:6]([C:20]1[CH:25]=[CH:24][CH:23]=[CH:22][C:21]=1[CH:26]1[CH2:31][CH2:30][NH:29][CH2:28][CH2:27]1)[CH2:7][CH2:8][N:9]1[C:17](=[O:18])[C:16]2[C:11](=[CH:12][CH:13]=[CH:14][CH:15]=2)[C:10]1=[O:19])(=[O:5])=[O:4].CCN(C(C)C)C(C)C.[NH:41]([C:54]([O:56][C:57]([CH3:60])([CH3:59])[CH3:58])=[O:55])[C@@H:42]([C:51](O)=[O:52])[CH2:43][C:44]1[CH:49]=[CH:48][C:47]([Cl:50])=[CH:46][CH:45]=1.C1C=NC2N(O)N=NC=2C=1.C(Cl)CCl, predict the reaction product.